Dataset: Reaction yield outcomes from USPTO patents with 853,638 reactions. Task: Predict the reaction yield, written as a fraction of the theoretical maximum amount of product (1.0 means a 100% yield; for example, 0.34 means a 34% yield). (1) The product is [NH2:62][C@H:63]([C:67]([O:1][C@@H:2]1[C:10]2[C:5](=[CH:6][CH:7]=[CH:8][CH:9]=2)[CH2:4][C@@:3]1([CH2:20][C:21]1[CH:29]=[CH:28][C:24]([C:25]([OH:27])=[O:26])=[CH:23][CH:22]=1)[C:11]1[CH2:12][C:13]2[C:18]([CH:19]=1)=[CH:17][CH:16]=[CH:15][CH:14]=2)=[O:68])[CH:64]([CH3:66])[CH3:65]. The catalyst is CN(C1C=CN=CC=1)C.C(OCC)(=O)C. The reactants are [OH:1][C@@H:2]1[C:10]2[C:5](=[CH:6][CH:7]=[CH:8][CH:9]=2)[CH2:4][C@@:3]1([CH2:20][C:21]1[CH:29]=[CH:28][C:24]([C:25]([OH:27])=[O:26])=[CH:23][CH:22]=1)[C:11]1[CH2:12][C:13]2[C:18]([CH:19]=1)=[CH:17][CH:16]=[CH:15][CH:14]=2.C1CCC(N=C=NC2CCCCC2)CC1.C1C2C(COC([NH:62][C@H:63]([C:67](O)=[O:68])[CH:64]([CH3:66])[CH3:65])=O)C3C(=CC=CC=3)C=2C=CC=1. The yield is 0.360. (2) The reactants are [C:1]([O:5][C:6]([N:8]1[CH2:13][CH2:12][C:11](=O)[CH2:10][CH2:9]1)=[O:7])([CH3:4])([CH3:3])[CH3:2].[NH:15]1[CH2:20][CH2:19]OCC1.CC[N:23](CC)CC.[Cl:28][C:29]1[CH:37]=[CH:36]C(C(Cl)=O)=[CH:31][C:30]=1[CH3:38]. The catalyst is C1C=CC=CC=1.C(Cl)Cl.C1(C)C=CC(S(O)(=O)=O)=CC=1.CCOCC.O. The product is [C:1]([O:5][C:6]([N:8]1[CH2:13][CH2:12][C:11]2[NH:23][N:15]=[C:20]([C:19]3[CH:36]=[CH:37][C:29]([Cl:28])=[C:30]([CH3:38])[CH:31]=3)[C:10]=2[CH2:9]1)=[O:7])([CH3:4])([CH3:3])[CH3:2]. The yield is 0.520. (3) The reactants are [CH3:1][N:2]([CH2:4][C:5]1[CH:10]=[CH:9][C:8]([CH:11]2[CH:20]([C:21]3[CH:26]=[CH:25][C:24]([F:27])=[CH:23][CH:22]=3)[C:19](=O)[C:18]3[C:17]([C:29](OCC)=O)=[CH:16][C:15]([F:34])=[CH:14][C:13]=3[NH:12]2)=[CH:7][CH:6]=1)[CH3:3].[OH2:35].[NH2:36][NH2:37]. The catalyst is CO. The product is [CH3:1][N:2]([CH2:4][C:5]1[CH:6]=[CH:7][C:8]([CH:11]2[NH:12][C:13]3[C:18]4[C:19](=[N:36][NH:37][C:29](=[O:35])[C:17]=4[CH:16]=[C:15]([F:34])[CH:14]=3)[CH:20]2[C:21]2[CH:26]=[CH:25][C:24]([F:27])=[CH:23][CH:22]=2)=[CH:9][CH:10]=1)[CH3:3]. The yield is 0.370. (4) The reactants are [CH3:1][O:2][CH2:3][C@H:4]([CH3:36])[O:5][C:6]1[CH:7]=[C:8]([C:23]2[NH:27][C:26]([C:28]3[S:29][C:30]([C:33]([OH:35])=O)=[CH:31][N:32]=3)=[CH:25][CH:24]=2)[CH:9]=[C:10]([O:12][C:13]2[CH:18]=[CH:17][C:16]([S:19]([CH3:22])(=[O:21])=[O:20])=[CH:15][CH:14]=2)[CH:11]=1.Cl.[CH2:38]([NH2:40])[CH3:39].CN(C(ON1N=NC2C=CC=NC1=2)=[N+](C)C)C.F[P-](F)(F)(F)(F)F.C(N(CC)C(C)C)(C)C. The catalyst is CN(C)C=O.C(OCC)(=O)C.O. The product is [CH2:38]([NH:40][C:33]([C:30]1[S:29][C:28]([C:26]2[NH:27][C:23]([C:8]3[CH:9]=[C:10]([O:12][C:13]4[CH:14]=[CH:15][C:16]([S:19]([CH3:22])(=[O:20])=[O:21])=[CH:17][CH:18]=4)[CH:11]=[C:6]([O:5][C@@H:4]([CH3:36])[CH2:3][O:2][CH3:1])[CH:7]=3)=[CH:24][CH:25]=2)=[N:32][CH:31]=1)=[O:35])[CH3:39]. The yield is 0.870. (5) The reactants are [F:1][C:2]1[CH:7]=[CH:6][C:5]([C:8]2[N:9]=[C:10]3[N:14]([C:15]=2[C:16]2[CH:21]=[CH:20][N:19]=[C:18](SC)[N:17]=2)[CH:13]=[CH:12][S:11]3)=[CH:4][CH:3]=1.F[C:25]1C=CC(C2N=C3N(C=2)C=CS3)=CC=1.O[O:40][S:41]([O-:43])=O.[K+]. The catalyst is CO.O. The product is [F:1][C:2]1[CH:7]=[CH:6][C:5]([C:8]2[N:9]=[C:10]3[N:14]([C:15]=2[C:16]2[CH:21]=[CH:20][N:19]=[C:18]([S:41]([CH3:25])(=[O:43])=[O:40])[N:17]=2)[CH:13]=[CH:12][S:11]3)=[CH:4][CH:3]=1. The yield is 0.980. (6) The reactants are [CH3:1][N:2]1[C:6]([C:7]2[CH:12]=[CH:11][N:10]=[CH:9][CH:8]=2)=[CH:5][CH:4]=[N:3]1.CN1C=CC(C2C=CN=CC=2)=N1.[Br:25]Br.C(=O)(O)[O-].[Na+]. The catalyst is C(Cl)(Cl)Cl.ClCCl. The product is [Br:25][C:5]1[CH:4]=[N:3][N:2]([CH3:1])[C:6]=1[C:7]1[CH:12]=[CH:11][N:10]=[CH:9][CH:8]=1. The yield is 0.730. (7) The yield is 1.00. The reactants are [C:1]([C:4]1[CH:13]=[CH:12][C:7]([C:8]([O:10][CH3:11])=[O:9])=[CH:6][C:5]=1[CH3:14])(=O)[CH3:2].Cl.[NH2:16][OH:17].C([O-])(=O)C.[Na+]. The catalyst is CO. The product is [OH:17][N:16]=[C:1]([C:4]1[CH:13]=[CH:12][C:7]([C:8]([O:10][CH3:11])=[O:9])=[CH:6][C:5]=1[CH3:14])[CH3:2].